This data is from Forward reaction prediction with 1.9M reactions from USPTO patents (1976-2016). The task is: Predict the product of the given reaction. (1) Given the reactants [N:1]([CH:4]1[C:13]2[N:12]=[C:11]([Cl:14])[CH:10]=[CH:9][C:8]=2[CH2:7][CH2:6][CH2:5]1)=[N+]=[N-].C1C=CC(P(C2C=CC=CC=2)C2C=CC=CC=2)=CC=1, predict the reaction product. The product is: [Cl:14][C:11]1[CH:10]=[CH:9][C:8]2[CH2:7][CH2:6][CH2:5][CH:4]([NH2:1])[C:13]=2[N:12]=1. (2) Given the reactants Cl[C:2]1[CH:7]=[C:6]([C:8]([F:11])([F:10])[F:9])[N:5]=[C:4]([C:12]2[CH:13]=[N:14][CH:15]=[CH:16][CH:17]=2)[N:3]=1.[C:18]([C:20]1[CH:26]=[CH:25][C:24]([CH3:27])=[CH:23][C:21]=1[NH2:22])#[N:19], predict the reaction product. The product is: [C:18]([C:20]1[CH:26]=[CH:25][C:24]([CH3:27])=[CH:23][C:21]=1[NH:22][C:2]1[CH:7]=[C:6]([C:8]([F:11])([F:10])[F:9])[N:5]=[C:4]([C:12]2[CH:13]=[N:14][CH:15]=[CH:16][CH:17]=2)[N:3]=1)#[N:19]. (3) Given the reactants [C:1]([C:3]1[CH:33]=[CH:32][C:6]([CH2:7][CH:8]([C:16]([NH:18][S:19]([C:22]2[CH:31]=[CH:30][C:29]3[C:24](=[CH:25][CH:26]=[CH:27][CH:28]=3)[CH:23]=2)(=[O:21])=[O:20])=[O:17])[C:9]([N:11]([CH2:14][CH3:15])[CH2:12][CH3:13])=[O:10])=[CH:5][CH:4]=1)#[N:2].[C:34]([C:36]1[CH:37]=[CH:38][C:39]([N:42]2CCNCC2)=[N:40][CH:41]=1)#[N:35], predict the reaction product. The product is: [C:1]([C:3]1[CH:33]=[CH:32][C:6]([CH2:7][CH:8]([C:9]([N:11]2[CH2:12][CH2:13][N:42]([C:39]3[CH:38]=[CH:37][C:36]([C:34]#[N:35])=[CH:41][N:40]=3)[CH2:15][CH2:14]2)=[O:10])[C:16]([NH:18][S:19]([C:22]2[CH:31]=[CH:30][C:29]3[C:24](=[CH:25][CH:26]=[CH:27][CH:28]=3)[CH:23]=2)(=[O:20])=[O:21])=[O:17])=[CH:5][CH:4]=1)#[N:2]. (4) Given the reactants [C:1]([O:5][C:6]([N:8]1[CH2:16][CH2:15][CH:11]([C:12](O)=[O:13])[CH2:10][CH2:9]1)=[O:7])([CH3:4])([CH3:3])[CH3:2].CN1CCOCC1.ClC(OCC)=O.[BH4-].[Na+], predict the reaction product. The product is: [C:1]([O:5][C:6]([N:8]1[CH2:16][CH2:15][CH:11]([CH2:12][OH:13])[CH2:10][CH2:9]1)=[O:7])([CH3:4])([CH3:3])[CH3:2]. (5) Given the reactants [O:1]=[C:2]1[C:10]2[C:5](=[CH:6][CH:7]=[CH:8][CH:9]=2)[C:4](=[O:11])[N:3]1[C@H:12]1[CH2:17][CH2:16][C@H:15]([O:18][CH2:19][C:20]([OH:22])=O)[CH2:14][CH2:13]1.[CH3:23][N:24](C)[CH:25]=O, predict the reaction product. The product is: [O:1]=[C:2]1[C:10]2[C:5](=[CH:6][CH:7]=[CH:8][CH:9]=2)[C:4](=[O:11])[N:3]1[C@H:12]1[CH2:17][CH2:16][C@H:15]([O:18][CH2:19][C:20]([N:24]([CH3:25])[CH3:23])=[O:22])[CH2:14][CH2:13]1. (6) Given the reactants [N:1]#[C:2]Br.[CH3:4][C:5]([C:23]1[CH:28]=[CH:27][C:26]([C:29]2[N:30]=[N:31][C:32]([NH:35][NH2:36])=[CH:33][CH:34]=2)=[CH:25][CH:24]=1)([C:9]1[CH:14]=[CH:13][C:12]([O:15][CH2:16][C:17]2[CH:22]=[CH:21][CH:20]=[CH:19][N:18]=2)=[CH:11][CH:10]=1)[CH:6]([CH3:8])[CH3:7], predict the reaction product. The product is: [CH3:4][C:5]([C:23]1[CH:28]=[CH:27][C:26]([C:29]2[CH:34]=[CH:33][C:32]3[N:31]([C:2]([NH2:1])=[N:36][N:35]=3)[N:30]=2)=[CH:25][CH:24]=1)([C:9]1[CH:14]=[CH:13][C:12]([O:15][CH2:16][C:17]2[CH:22]=[CH:21][CH:20]=[CH:19][N:18]=2)=[CH:11][CH:10]=1)[CH:6]([CH3:8])[CH3:7]. (7) Given the reactants [CH3:1][O:2][C:3]1[CH:8]=[CH:7][C:6]([N:9](CC=C)[S:10]([C:13]2[C:18]([F:19])=[C:17]([F:20])[C:16]([F:21])=[C:15]([F:22])[C:14]=2[F:23])(=[O:12])=[O:11])=[CH:5][CH:4]=1.C[N+]1([O-])CC[O:31]CC1.OS([O-])=O.[Na+].[CH3:40][C:41]([CH3:43])=[O:42].O, predict the reaction product. The product is: [OH:42][CH:41]([CH2:43][OH:31])[CH2:40][N:9]([C:6]1[CH:7]=[CH:8][C:3]([O:2][CH3:1])=[CH:4][CH:5]=1)[S:10]([C:13]1[C:18]([F:19])=[C:17]([F:20])[C:16]([F:21])=[C:15]([F:22])[C:14]=1[F:23])(=[O:12])=[O:11]. (8) Given the reactants F[C:2]1[CH:9]=[CH:8][CH:7]=[C:6]([F:10])[C:3]=1[C:4]#[N:5].O.[NH2:12][NH2:13].CC(C)=O, predict the reaction product. The product is: [F:10][C:6]1[CH:7]=[CH:8][CH:9]=[C:2]2[C:3]=1[C:4]([NH2:5])=[N:12][NH:13]2. (9) Given the reactants [C:1]([OH:9])(=[O:8])/[C:2](=[C:4](\[CH:6]=O)/[Br:5])/Br.S(O)(O)(=O)=O.[CH3:15][S:16][C:17](=[NH:19])[NH2:18].C(N(CC)CC)C.C, predict the reaction product. The product is: [Br:5][C:4]1[C:2]([C:1]([OH:9])=[O:8])=[N:18][C:17]([S:16][CH3:15])=[N:19][CH:6]=1. (10) Given the reactants [CH2:1]([O:3][C:4]([C:6]1[S:7][C:8]([S:20][CH3:21])=[C:9]([C:18]#[N:19])[C:10]=1[C:11]1[CH:16]=[CH:15][C:14]([NH2:17])=[CH:13][CH:12]=1)=[O:5])[CH3:2].C(N(CC)CC)C.[C:29](Cl)(=[O:31])[CH3:30].[NH4+].[Cl-], predict the reaction product. The product is: [CH2:1]([O:3][C:4]([C:6]1[S:7][C:8]([S:20][CH3:21])=[C:9]([C:18]#[N:19])[C:10]=1[C:11]1[CH:16]=[CH:15][C:14]([NH:17][C:29](=[O:31])[CH3:30])=[CH:13][CH:12]=1)=[O:5])[CH3:2].